This data is from Forward reaction prediction with 1.9M reactions from USPTO patents (1976-2016). The task is: Predict the product of the given reaction. (1) Given the reactants [F:1][C:2]1[CH:7]=[CH:6][C:5]([F:8])=[CH:4][C:3]=1[C:9]1[CH2:13][N:12]([C:14]([N:16]([CH3:18])[CH3:17])=[O:15])[C:11]([CH2:25][CH2:26][C:27]([O:29]C)=[O:28])([C:19]2[CH:24]=[CH:23][CH:22]=[CH:21][CH:20]=2)[CH:10]=1.[OH-].[Na+], predict the reaction product. The product is: [F:1][C:2]1[CH:7]=[CH:6][C:5]([F:8])=[CH:4][C:3]=1[C:9]1[CH2:13][N:12]([C:14]([N:16]([CH3:17])[CH3:18])=[O:15])[C:11]([CH2:25][CH2:26][C:27]([OH:29])=[O:28])([C:19]2[CH:24]=[CH:23][CH:22]=[CH:21][CH:20]=2)[CH:10]=1. (2) Given the reactants O.Cl.[N+:3]([C:6]1[CH:7]=[C:8]2[C:12](=[CH:13][CH:14]=1)[C:11](=[O:15])[NH:10][CH2:9]2)([O-])=O, predict the reaction product. The product is: [NH2:3][C:6]1[CH:7]=[C:8]2[C:12](=[CH:13][CH:14]=1)[C:11](=[O:15])[NH:10][CH2:9]2. (3) Given the reactants [CH2:1]([O:3][C:4]1[CH:9]=[CH:8][C:7]([C:10]2[Se:11][C:12]([CH:15]=[CH:16][CH3:17])=[CH:13][CH:14]=2)=[C:6]([F:18])[C:5]=1[F:19])[CH3:2], predict the reaction product. The product is: [CH2:1]([O:3][C:4]1[CH:9]=[CH:8][C:7]([C:10]2[Se:11][C:12]([CH2:15][CH2:16][CH3:17])=[CH:13][CH:14]=2)=[C:6]([F:18])[C:5]=1[F:19])[CH3:2]. (4) The product is: [NH2:16][C:9]1[CH:8]=[C:7]([O:19][CH3:20])[C:6]([O:5][CH2:4][CH2:3][CH2:2][Cl:1])=[CH:15][C:10]=1[C:11]([O:13][CH3:14])=[O:12]. Given the reactants [Cl:1][CH2:2][CH2:3][CH2:4][O:5][C:6]1[C:7]([O:19][CH3:20])=[CH:8][C:9]([N+:16]([O-])=O)=[C:10]([CH:15]=1)[C:11]([O:13][CH3:14])=[O:12].[Cl-].[NH4+], predict the reaction product.